This data is from Forward reaction prediction with 1.9M reactions from USPTO patents (1976-2016). The task is: Predict the product of the given reaction. (1) Given the reactants [CH3:1][O:2][C:3]([CH:5]1[C:10](=[O:11])[CH2:9][CH2:8][N:7]([C:12]([O:14][C:15]([CH3:18])([CH3:17])[CH3:16])=[O:13])[CH2:6]1)=[O:4].CCN(C(C)C)C(C)C.[CH3:28][O:29][CH2:30]Cl, predict the reaction product. The product is: [CH3:1][O:2][C:3]([C:5]1[CH2:6][N:7]([C:12]([O:14][C:15]([CH3:18])([CH3:17])[CH3:16])=[O:13])[CH2:8][CH2:9][C:10]=1[O:11][CH2:28][O:29][CH3:30])=[O:4]. (2) Given the reactants Cl.[OH:2][C@H:3]1[C@@H:8](N2CCOC2=O)[CH2:7][CH2:6][NH:5][CH2:4]1.Br[C:16]1[CH:17]=[C:18]([C:29]([F:32])([F:31])[F:30])[C:19]2[N:20]([C:22]([Cl:28])=[C:23]([C:25]([OH:27])=O)[N:24]=2)[CH:21]=1.CN(C([O:40]N1N=NC2C=CC=NC1=2)=[N+](C)C)C.F[P-](F)(F)(F)(F)F.CC[N:59]([CH:63]([CH3:65])C)[CH:60](C)C.[CH3:66][CH2:67][O:68][C:69]([CH3:71])=O, predict the reaction product. The product is: [Cl:28][C:22]1[N:20]2[CH:21]=[C:16]([C:66]3[CH:71]=[CH:69][O:68][CH:67]=3)[CH:17]=[C:18]([C:29]([F:32])([F:31])[F:30])[C:19]2=[N:24][C:23]=1[C:25]([N:5]1[CH2:6][CH2:7][CH:8]([CH:60]2[NH:59][CH2:63][CH2:65][O:40]2)[CH:3]([OH:2])[CH2:4]1)=[O:27].